This data is from Reaction yield outcomes from USPTO patents with 853,638 reactions. The task is: Predict the reaction yield, written as a fraction of the theoretical maximum amount of product (1.0 means a 100% yield; for example, 0.34 means a 34% yield). (1) The reactants are Br[N:2]1[C:10]2[C:5](=[CH:6][CH:7]=[CH:8][CH:9]=2)[CH:4]=[C:3]1[CH:11]1[CH2:16][CH2:15][CH2:14][CH2:13][CH2:12]1.[CH3:17][N:18]([CH3:32])[S:19]([C:22]1[CH:27]=[CH:26][C:25](B(O)O)=[C:24]([CH3:31])[CH:23]=1)(=[O:21])=[O:20].C(=O)([O-])[O-].[K+].[K+].O. The catalyst is O1CCOCC1.C1C=CC([P]([Pd]([P](C2C=CC=CC=2)(C2C=CC=CC=2)C2C=CC=CC=2)([P](C2C=CC=CC=2)(C2C=CC=CC=2)C2C=CC=CC=2)[P](C2C=CC=CC=2)(C2C=CC=CC=2)C2C=CC=CC=2)(C2C=CC=CC=2)C2C=CC=CC=2)=CC=1. The product is [CH:11]1([C:3]2[NH:2][C:10]3[C:5]([CH:4]=2)=[CH:6][C:7]([C:25]2[CH:26]=[CH:27][C:22]([S:19]([N:18]([CH3:32])[CH3:17])(=[O:21])=[O:20])=[CH:23][C:24]=2[CH3:31])=[CH:8][CH:9]=3)[CH2:16][CH2:15][CH2:14][CH2:13][CH2:12]1. The yield is 0.630. (2) The reactants are ClC(Cl)(O[C:5](=[O:11])OC(Cl)(Cl)Cl)Cl.[CH3:13][O:14][C:15]1[CH:20]=[CH:19][C:18]([C:21]2[N:22]=[C:23]([C:34]3([C:40]([O:42][CH3:43])=[O:41])[CH2:39][CH2:38][NH:37][CH2:36][CH2:35]3)[O:24][C:25]=2[C:26]2[CH:31]=[CH:30][C:29]([O:32][CH3:33])=[CH:28][CH:27]=2)=[CH:17][CH:16]=1.C(N(CC)CC)C.Cl.Cl.[CH3:53][NH:54][OH:55]. The catalyst is ClCCl. The product is [CH3:13][O:14][C:15]1[CH:20]=[CH:19][C:18]([C:21]2[N:22]=[C:23]([C:34]3([C:40]([O:42][CH3:43])=[O:41])[CH2:39][CH2:38][N:37]([C:5](=[O:11])[N:54]([OH:55])[CH3:53])[CH2:36][CH2:35]3)[O:24][C:25]=2[C:26]2[CH:27]=[CH:28][C:29]([O:32][CH3:33])=[CH:30][CH:31]=2)=[CH:17][CH:16]=1. The yield is 0.500. (3) The yield is 0.650. The product is [NH2:30][C:27]1[CH:26]=[CH:25][C:24]([C:19]2[C:18](=[O:33])[C:17]3[C:22](=[CH:23][C:14]([O:13][CH2:12][C:8]4[CH:7]=[C:6]([CH:11]=[CH:10][CH:9]=4)[C:5]([O:4][CH2:1][CH:2]=[CH2:3])=[O:34])=[CH:15][CH:16]=3)[O:21][CH:20]=2)=[CH:29][CH:28]=1. The catalyst is O1CCCC1.O. The reactants are [CH2:1]([O:4][C:5](=[O:34])[C:6]1[CH:11]=[CH:10][CH:9]=[C:8]([CH2:12][O:13][C:14]2[CH:23]=[C:22]3[C:17]([C:18](=[O:33])[C:19]([C:24]4[CH:29]=[CH:28][C:27]([N+:30]([O-])=O)=[CH:26][CH:25]=4)=[CH:20][O:21]3)=[CH:16][CH:15]=2)[CH:7]=1)[CH:2]=[CH2:3].S(S([O-])=O)([O-])=O.[Na+].[Na+]. (4) The reactants are [Cl-].O[NH3+:3].[C:4](=[O:7])([O-])[OH:5].[Na+].CS(C)=O.[CH2:13]([C:17]1[N:18]=[C:19]([CH:48]([CH3:50])[CH3:49])[N:20]([C:39]2[CH:40]=[CH:41][C:42]3[O:46][CH2:45][CH2:44][C:43]=3[CH:47]=2)[C:21](=[O:38])[C:22]=1[CH2:23][C:24]1[CH:29]=[CH:28][C:27]([C:30]2[C:31]([C:36]#[N:37])=[CH:32][CH:33]=[CH:34][CH:35]=2)=[CH:26][CH:25]=1)[CH2:14][CH2:15][CH3:16]. The catalyst is C(OCC)(=O)C. The product is [CH2:13]([C:17]1[N:18]=[C:19]([CH:48]([CH3:49])[CH3:50])[N:20]([C:39]2[CH:40]=[CH:41][C:42]3[O:46][CH2:45][CH2:44][C:43]=3[CH:47]=2)[C:21](=[O:38])[C:22]=1[CH2:23][C:24]1[CH:29]=[CH:28][C:27]([C:30]2[CH:35]=[CH:34][CH:33]=[CH:32][C:31]=2[C:36]2[NH:3][C:4](=[O:7])[O:5][N:37]=2)=[CH:26][CH:25]=1)[CH2:14][CH2:15][CH3:16]. The yield is 0.600. (5) The reactants are [NH2:1][CH2:2][CH2:3][O:4][C:5]1[C:10]([CH3:11])=[CH:9][C:8]([C:12]2[NH:21][C:20](=[O:22])[C:19]3[C:14](=[CH:15][C:16]([O:25][CH3:26])=[CH:17][C:18]=3[O:23][CH3:24])[N:13]=2)=[CH:7][C:6]=1[CH3:27].[CH3:28][N:29]=[C:30]=[O:31].CCN(CC)CC. The catalyst is C1COCC1. The product is [CH3:24][O:23][C:18]1[CH:17]=[C:16]([O:25][CH3:26])[CH:15]=[C:14]2[C:19]=1[C:20](=[O:22])[NH:21][C:12]([C:8]1[CH:9]=[C:10]([CH3:11])[C:5]([O:4][CH2:3][CH2:2][NH:1][C:30]([NH:29][CH3:28])=[O:31])=[C:6]([CH3:27])[CH:7]=1)=[N:13]2. The yield is 0.710. (6) The reactants are [N+]([O-])(O)=O.[N+]([O-])(O)=O.[CH3:9][O:10][C:11]1[CH:12]=[C:13]([NH:23][C:24]([NH2:26])=[NH:25])[CH:14]=[CH:15][C:16]=1[N:17]1[CH:21]=[C:20]([CH3:22])[N:19]=[CH:18]1.CN(C)[CH:29]=[CH:30][C:31](=O)[C:32]([CH3:43])([C:34]1[CH:39]=[C:38]([F:40])[C:37]([F:41])=[C:36]([F:42])[CH:35]=1)[CH3:33]. No catalyst specified. The product is [CH3:9][O:10][C:11]1[CH:12]=[C:13]([NH:23][C:24]2[N:26]=[C:31]([C:32]([CH3:43])([C:34]3[CH:35]=[C:36]([F:42])[C:37]([F:41])=[C:38]([F:40])[CH:39]=3)[CH3:33])[CH:30]=[CH:29][N:25]=2)[CH:14]=[CH:15][C:16]=1[N:17]1[CH:21]=[C:20]([CH3:22])[N:19]=[CH:18]1. The yield is 0.210.